This data is from Catalyst prediction with 721,799 reactions and 888 catalyst types from USPTO. The task is: Predict which catalyst facilitates the given reaction. (1) Reactant: [S:1]([CH2:11][CH2:12][O:13][C:14](=[O:18])[C:15]([CH3:17])=[CH2:16])([C:4]1[CH:10]=[CH:9][C:7]([CH3:8])=[CH:6][CH:5]=1)(=[O:3])=[O:2].[OH:19][CH2:20][CH2:21][CH2:22][O:23][C:24](=[O:28])[C:25]([CH3:27])=[CH2:26].[CH3:29][O:30][C:31](=[O:35])[C:32]([CH3:34])=[CH2:33].CC(N=NC(C#N)(C)C)(C#N)C. Product: [S:1]([CH2:11][CH2:12][O:13][C:14](=[O:18])[C:15]([CH3:17])=[CH2:16])([C:4]1[CH:5]=[CH:6][C:7]([CH3:8])=[CH:9][CH:10]=1)(=[O:3])=[O:2].[OH:19][CH2:20][CH2:21][CH2:22][O:23][C:24](=[O:28])[C:25]([CH3:27])=[CH2:26].[CH3:29][O:30][C:31](=[O:35])[C:32]([CH3:34])=[CH2:33]. The catalyst class is: 7. (2) Reactant: [C:1]([NH:4][C:5]1[CH:10]=[C:9]([C:11]#[C:12][C:13]2[C:18]([NH:19]C(=O)C(F)(F)F)=[C:17]([O:26][CH3:27])[CH:16]=[CH:15][N:14]=2)[CH:8]=[CH:7][N:6]=1)(=[O:3])[CH3:2].Br[C:29]1[S:30][CH:31]=[C:32]([CH3:34])[N:33]=1.C(O)(C(F)(F)F)=O. Product: [CH3:27][O:26][C:17]1[CH:16]=[CH:15][N:14]=[C:13]2[C:12]([C:29]3[S:30][CH:31]=[C:32]([CH3:34])[N:33]=3)=[C:11]([C:9]3[CH:8]=[CH:7][N:6]=[C:5]([NH:4][C:1](=[O:3])[CH3:2])[CH:10]=3)[NH:19][C:18]=12. The catalyst class is: 192.